This data is from Forward reaction prediction with 1.9M reactions from USPTO patents (1976-2016). The task is: Predict the product of the given reaction. (1) Given the reactants Cl.[F:2][C:3]1[CH:8]=[CH:7][C:6]([NH:9][C:10]2[CH:15]=[CH:14][N:13]=[C:12]([NH:16][C:17]3[CH:22]=[CH:21][C:20]([S:23](Cl)(=[O:25])=[O:24])=[CH:19][CH:18]=3)[N:11]=2)=[CH:5][C:4]=1[CH3:27].[CH3:28][NH:29][CH:30]1[CH2:35][CH2:34][N:33]([CH3:36])[CH2:32][CH2:31]1, predict the reaction product. The product is: [F:2][C:3]1[CH:8]=[CH:7][C:6]([NH:9][C:10]2[CH:15]=[CH:14][N:13]=[C:12]([NH:16][C:17]3[CH:22]=[CH:21][C:20]([S:23]([N:29]([CH3:28])[CH:30]4[CH2:35][CH2:34][N:33]([CH3:36])[CH2:32][CH2:31]4)(=[O:25])=[O:24])=[CH:19][CH:18]=3)[N:11]=2)=[CH:5][C:4]=1[CH3:27]. (2) Given the reactants [NH2:1][C:2]1[S:6][C:5]2[CH:7]=[CH:8][CH:9]=[CH:10][C:4]=2[C:3]=1[C:11]([O:13][CH2:14][CH3:15])=[O:12].[C:16]1([S:22](Cl)(=[O:24])=[O:23])[CH:21]=[CH:20][CH:19]=[CH:18][CH:17]=1, predict the reaction product. The product is: [C:16]1([S:22]([N:1]([S:22]([C:16]2[CH:21]=[CH:20][CH:19]=[CH:18][CH:17]=2)(=[O:24])=[O:23])[C:2]2[S:6][C:5]3[CH:7]=[CH:8][CH:9]=[CH:10][C:4]=3[C:3]=2[C:11]([O:13][CH2:14][CH3:15])=[O:12])(=[O:24])=[O:23])[CH:21]=[CH:20][CH:19]=[CH:18][CH:17]=1. (3) Given the reactants [Cl:1][C:2]1[CH:7]=[CH:6][C:5]([C:8]([CH:14]2[CH2:18][CH2:17][CH2:16][CH2:15]2)([CH3:13])[C:9]([O:11][CH3:12])=[O:10])=[CH:4][CH:3]=1.OC1[CH2:25][CH2:24][N:23]([CH3:26])[CH2:22][CH2:21]1, predict the reaction product. The product is: [Cl:1][C:2]1[CH:3]=[CH:4][C:5]([C:8]([CH:14]2[CH2:15][CH2:16][CH2:17][CH2:18]2)([CH3:13])[C:9]([O:11][CH:12]2[CH2:25][CH2:24][N:23]([CH3:26])[CH2:22][CH2:21]2)=[O:10])=[CH:6][CH:7]=1. (4) Given the reactants [NH2:1][C:2]1[CH:3]=[C:4]([NH:8][C:9](=[O:18])[C:10]2[CH:15]=[CH:14][C:13]([F:16])=[CH:12][C:11]=2[Cl:17])[CH:5]=[CH:6][CH:7]=1.[C:19]([O:23][C:24]([N:26]1[CH2:31][CH2:30][C:29](=O)[CH2:28][C@@H:27]1[CH3:33])=[O:25])([CH3:22])([CH3:21])[CH3:20].C(O)(=O)C.C(O[BH-](OC(=O)C)OC(=O)C)(=O)C.[Na+], predict the reaction product. The product is: [C:19]([O:23][C:24]([N:26]1[CH2:31][CH2:30][C@H:29]([NH:1][C:2]2[CH:7]=[CH:6][CH:5]=[C:4]([NH:8][C:9](=[O:18])[C:10]3[CH:15]=[CH:14][C:13]([F:16])=[CH:12][C:11]=3[Cl:17])[CH:3]=2)[CH2:28][C@@H:27]1[CH3:33])=[O:25])([CH3:22])([CH3:20])[CH3:21]. (5) Given the reactants [CH3:1][O:2][C:3]1[CH:4]=[C:5]([CH:15]=[CH:16][CH:17]=1)[CH2:6][CH:7]1[CH2:12][CH2:11][CH2:10][CH2:9][CH:8]1[CH2:13][OH:14].[C:18](OC(=O)C)(=[O:20])[CH3:19].Cl, predict the reaction product. The product is: [C:18]([O:14][CH2:13][CH:8]1[CH2:9][CH2:10][CH2:11][CH2:12][CH:7]1[CH2:6][C:5]1[CH:15]=[CH:16][CH:17]=[C:3]([O:2][CH3:1])[CH:4]=1)(=[O:20])[CH3:19].